Task: Predict the reactants needed to synthesize the given product.. Dataset: Full USPTO retrosynthesis dataset with 1.9M reactions from patents (1976-2016) (1) Given the product [CH3:45][C:46]1([CH3:54])[O:50][CH:49]([CH2:51][O:52][NH:53][C:39]([C:38]2[C:30]([NH:29][C:26]3[CH:27]=[CH:28][C:23]([Br:22])=[CH:24][C:25]=3[F:44])=[C:31]([Cl:43])[C:32](=[O:42])[N:33]3[C:37]=2[CH2:36][CH2:35][CH2:34]3)=[O:40])[CH2:48][O:47]1, predict the reactants needed to synthesize it. The reactants are: CCN=C=NCCCN(C)C.C1C=CC2N(O)N=NC=2C=1.[Br:22][C:23]1[CH:28]=[CH:27][C:26]([NH:29][C:30]2[C:38]([C:39](O)=[O:40])=[C:37]3[N:33]([CH2:34][CH2:35][CH2:36]3)[C:32](=[O:42])[C:31]=2[Cl:43])=[C:25]([F:44])[CH:24]=1.[CH3:45][C:46]1([CH3:54])[O:50][CH:49]([CH2:51][O:52][NH2:53])[CH2:48][O:47]1. (2) Given the product [Br:17][CH2:18][CH2:19][O:1][C:2]1[CH:3]=[CH:4][C:5]([CH:8]2[CH2:9][CH2:10][C:11](=[O:14])[CH2:12][CH2:13]2)=[CH:6][CH:7]=1, predict the reactants needed to synthesize it. The reactants are: [OH:1][C:2]1[CH:7]=[CH:6][C:5]([CH:8]2[CH2:13][CH2:12][C:11](=[O:14])[CH2:10][CH2:9]2)=[CH:4][CH:3]=1.[OH-].[Na+].[Br:17][CH2:18][CH2:19]Br. (3) Given the product [F:30][C:31]1[CH:36]=[C:35]([F:37])[CH:34]=[CH:33][C:32]=1[C:38]1[N:40]=[C:27]([CH:13]2[CH2:14][CH:15]([C:17]3[CH:22]=[CH:21][C:20]([C:23]([F:24])([F:26])[F:25])=[CH:19][CH:18]=3)[CH2:16][N:11]([C:9]([N:6]3[CH2:5][CH2:4][CH:3]([C:1]#[N:2])[CH2:8][CH2:7]3)=[O:10])[CH2:12]2)[O:28][N:39]=1, predict the reactants needed to synthesize it. The reactants are: [C:1]([CH:3]1[CH2:8][CH2:7][N:6]([C:9]([N:11]2[CH2:16][CH:15]([C:17]3[CH:22]=[CH:21][C:20]([C:23]([F:26])([F:25])[F:24])=[CH:19][CH:18]=3)[CH2:14][CH:13]([C:27](O)=[O:28])[CH2:12]2)=[O:10])[CH2:5][CH2:4]1)#[N:2].[F:30][C:31]1[CH:36]=[C:35]([F:37])[CH:34]=[CH:33][C:32]=1[C:38](=[N:40]O)[NH2:39]. (4) Given the product [Cl:1][C:2]1[N:7]=[C:6]([NH:10][C:11]2[CH:21]=[CH:20][CH:19]=[CH:18][C:12]=2[C:13]([O:15][CH2:16][CH3:17])=[O:14])[C:5]([Cl:9])=[CH:4][N:3]=1, predict the reactants needed to synthesize it. The reactants are: [Cl:1][C:2]1[N:7]=[C:6](Cl)[C:5]([Cl:9])=[CH:4][N:3]=1.[NH2:10][C:11]1[CH:21]=[CH:20][CH:19]=[CH:18][C:12]=1[C:13]([O:15][CH2:16][CH3:17])=[O:14].C(N(C(C)C)CC)(C)C. (5) Given the product [C:1]([C@@:18]1([N:26]2[C:36]3[N:35]=[C:33]([NH2:34])[NH:32][C:30](=[O:31])[C:29]=3[N:28]=[C:27]2[Br:37])[O:25][C@H:22]([CH2:23][OH:24])[C@@H:20]([OH:21])[CH2:19]1)(=[O:17])[CH2:2][CH2:3][CH2:4][CH2:5][CH2:6][CH2:7][CH2:8][CH2:9][CH2:10][CH2:11][CH2:12][CH2:13][CH2:14][CH2:15][CH3:16], predict the reactants needed to synthesize it. The reactants are: [C:1]([C@@:18]1([N:26]2[C:36]3[N:35]=[C:33]([NH2:34])[NH:32][C:30](=[O:31])[C:29]=3[N:28]=[CH:27]2)[O:25][C@H:22]([CH2:23][OH:24])[C@@H:20]([OH:21])[CH2:19]1)(=[O:17])[CH2:2][CH2:3][CH2:4][CH2:5][CH2:6][CH2:7][CH2:8][CH2:9][CH2:10][CH2:11][CH2:12][CH2:13][CH2:14][CH2:15][CH3:16].[Br:37]C1N(C2N=C(N)NC(=O)C=2N=1)[C@@H]1O[C@H](CO)[C@@H](O)[C@H]1O.O.[C@@H]1(N2C3N=C(N)NC(=O)C=3N=C2)O[C@H](CO)[C@@H](O)C1. (6) Given the product [C:13]([NH:17][C:18]1[C:7]([C:8]#[CH:9])=[N:11][C:21]2[C:26]([N:27]=1)=[C:25]([C:28]1[NH:36][C:35]3[CH2:34][CH2:33][NH:32][C:31](=[O:37])[C:30]=3[CH:29]=1)[CH:24]=[CH:23][CH:22]=2)([CH3:16])([CH3:14])[CH3:15], predict the reactants needed to synthesize it. The reactants are: COP([C:7](=[N+:11]=[N-])[C:8](=O)[CH3:9])(=O)OC.[C:13]([NH:17][C:18]1C(C=O)=N[C:21]2[C:26]([N:27]=1)=[C:25]([C:28]1[NH:36][C:35]3[CH2:34][CH2:33][NH:32][C:31](=[O:37])[C:30]=3[CH:29]=1)[CH:24]=[CH:23][CH:22]=2)([CH3:16])([CH3:15])[CH3:14].C([O-])([O-])=O.[K+].[K+].CO.C(Cl)Cl. (7) Given the product [F:20][C:21]1[CH:33]=[CH:32][C:24]([C:25]([NH:27][N:28]([CH:29]([CH3:30])[CH3:31])[C:16](=[O:18])/[CH:15]=[CH:14]/[C:7]2[C:8]3[C:13](=[CH:12][CH:11]=[CH:10][CH:9]=3)[N:5]([CH2:4][CH:3]=[C:2]([CH3:1])[CH3:19])[CH:6]=2)=[O:26])=[CH:23][CH:22]=1, predict the reactants needed to synthesize it. The reactants are: [CH3:1][C:2]([CH3:19])=[CH:3][CH2:4][N:5]1[C:13]2[C:8](=[CH:9][CH:10]=[CH:11][CH:12]=2)[C:7](/[CH:14]=[CH:15]/[C:16]([OH:18])=O)=[CH:6]1.[F:20][C:21]1[CH:33]=[CH:32][C:24]([C:25]([NH:27][NH:28][CH:29]([CH3:31])[CH3:30])=[O:26])=[CH:23][CH:22]=1.CN(C(ON1N=NC2C=CC=NC1=2)=[N+](C)C)C.F[P-](F)(F)(F)(F)F.C(N(CC)C(C)C)(C)C.